This data is from Full USPTO retrosynthesis dataset with 1.9M reactions from patents (1976-2016). The task is: Predict the reactants needed to synthesize the given product. (1) Given the product [OH:15][C:16]1[CH:24]=[CH:23][CH:22]=[CH:21][C:17]=1[CH2:18][N:19]([CH3:20])[C:12](=[O:14])[CH2:11][CH2:10][CH2:9][S:8][C:5]1[CH:4]=[CH:3][C:2]([OH:1])=[CH:7][CH:6]=1, predict the reactants needed to synthesize it. The reactants are: [OH:1][C:2]1[CH:7]=[CH:6][C:5]([S:8][CH2:9][CH2:10][CH2:11][C:12]([OH:14])=O)=[CH:4][CH:3]=1.[OH:15][C:16]1[CH:24]=[CH:23][CH:22]=[CH:21][C:17]=1[CH2:18][NH:19][CH3:20]. (2) Given the product [Cl:1][C:2]1[N:7]=[C:6]([N:8]2[CH2:19][CH2:18][O:17][CH2:16][CH2:15]2)[C:5]([O:9][CH2:10][CH3:11])=[N:4][CH:3]=1, predict the reactants needed to synthesize it. The reactants are: [Cl:1][C:2]1[N:7]=[C:6]([NH2:8])[C:5]([O:9][CH2:10][CH3:11])=[N:4][CH:3]=1.[H-].[Na+].Br[CH2:15][CH2:16][O:17][CH2:18][CH2:19]Br.O.